Dataset: Full USPTO retrosynthesis dataset with 1.9M reactions from patents (1976-2016). Task: Predict the reactants needed to synthesize the given product. (1) Given the product [F:21][CH:18]1[CH2:17][CH2:16][N:15]([C:13]([C@H:9]2[CH2:10][CH2:11][CH2:12][NH:8]2)=[O:14])[CH2:20][CH2:19]1, predict the reactants needed to synthesize it. The reactants are: C(OC([N:8]1[CH2:12][CH2:11][CH2:10][C@@H:9]1[C:13]([N:15]1[CH2:20][CH2:19][CH:18]([F:21])[CH2:17][CH2:16]1)=[O:14])=O)(C)(C)C.C(O)(C(F)(F)F)=O. (2) Given the product [Br:2][C:3]1[CH:4]=[CH:5][C:6]([C:9]2[N:13]([CH2:14][C@@H:15]3[CH2:19][CH2:18][N:17]([C:32]([CH:29]4[CH2:31][CH2:30]4)=[O:33])[CH2:16]3)[N:12]=[N:11][N:10]=2)=[CH:7][CH:8]=1, predict the reactants needed to synthesize it. The reactants are: Cl.[Br:2][C:3]1[CH:8]=[CH:7][C:6]([C:9]2[N:13]([CH2:14][C@@H:15]3[CH2:19][CH2:18][NH:17][CH2:16]3)[N:12]=[N:11][N:10]=2)=[CH:5][CH:4]=1.CCN(C(C)C)C(C)C.[CH:29]1([C:32](Cl)=[O:33])[CH2:31][CH2:30]1. (3) Given the product [I:1][C:2]1[CH:3]=[C:4]([NH:5][C:14]2[C:15]3[CH:20]=[C:19]([C:21]4[CH2:22][CH2:23][N:24]([C:27]([O:29][C:30]([CH3:33])([CH3:32])[CH3:31])=[O:28])[CH2:25][CH:26]=4)[NH:18][C:16]=3[N:17]=[CH:12][N:13]=2)[CH:6]=[CH:7][C:8]=1[O:9][CH3:10], predict the reactants needed to synthesize it. The reactants are: [I:1][C:2]1[CH:3]=[C:4]([CH:6]=[CH:7][C:8]=1[O:9][CH3:10])[NH2:5].Cl[C:12]1[N:13]=[CH:14][C:15]2[CH:20]=[C:19]([C:21]3[CH2:22][CH2:23][N:24]([C:27]([O:29][C:30]([CH3:33])([CH3:32])[CH3:31])=[O:28])[CH2:25][CH:26]=3)[NH:18][C:16]=2[N:17]=1. (4) Given the product [CH2:11]([N:5]1[C:6](=[O:10])[CH:7]=[C:8]([CH:9]=[O:15])[N:3]([CH2:1][CH3:2])[C:4]1=[O:13])[CH3:12], predict the reactants needed to synthesize it. The reactants are: [CH2:1]([N:3]1[C:8]([CH3:9])=[CH:7][C:6](=[O:10])[N:5]([CH2:11][CH3:12])[C:4]1=[O:13])[CH3:2].[Se](=O)=[O:15]. (5) Given the product [CH3:32][C:33]1[CH:34]=[C:35]([C:41]2[CH:46]=[CH:45][C:44]([C:47]([F:48])([F:49])[F:50])=[CH:43][CH:42]=2)[CH:36]=[CH:37][C:38]=1[CH2:39][O:40][C:2]1[C:7]([C:8]2[CH:13]=[CH:12][CH:11]=[C:10]([N:14]3[C:18]([C:19]([F:22])([F:20])[F:21])=[C:17]([C:23]([OH:25])=[O:24])[CH:16]=[N:15]3)[N:9]=2)=[CH:6][C:5]([C:28]([F:30])([F:31])[F:29])=[CH:4][N:3]=1, predict the reactants needed to synthesize it. The reactants are: F[C:2]1[C:7]([C:8]2[CH:13]=[CH:12][CH:11]=[C:10]([N:14]3[C:18]([C:19]([F:22])([F:21])[F:20])=[C:17]([C:23]([O:25]CC)=[O:24])[CH:16]=[N:15]3)[N:9]=2)=[CH:6][C:5]([C:28]([F:31])([F:30])[F:29])=[CH:4][N:3]=1.[CH3:32][C:33]1[CH:34]=[C:35]([C:41]2[CH:46]=[CH:45][C:44]([C:47]([F:50])([F:49])[F:48])=[CH:43][CH:42]=2)[CH:36]=[CH:37][C:38]=1[CH2:39][OH:40]. (6) Given the product [ClH:55].[CH:26]1([C:25]2[N:24]=[C:23]3[NH:29][CH:30]=[C:31]([C:32]4[C:33]([CH3:47])=[N:34][N:35]([CH2:38][C:39]5[CH:44]=[C:43]([F:45])[CH:42]=[C:41]([F:46])[CH:40]=5)[C:36]=4[CH3:37])[C:22]3=[CH:21][C:20]=2[C:17]2[CH:18]=[CH:19][C:14]([N:11]3[CH2:10][CH2:9][NH:8][CH2:13][CH2:12]3)=[CH:15][CH:16]=2)[CH2:27][CH2:28]1, predict the reactants needed to synthesize it. The reactants are: C(OC([N:8]1[CH2:13][CH2:12][N:11]([C:14]2[CH:19]=[CH:18][C:17]([C:20]3[CH:21]=[C:22]4[C:31]([C:32]5[C:33]([CH3:47])=[N:34][N:35]([CH2:38][C:39]6[CH:44]=[C:43]([F:45])[CH:42]=[C:41]([F:46])[CH:40]=6)[C:36]=5[CH3:37])=[CH:30][N:29](C(OC(C)(C)C)=O)[C:23]4=[N:24][C:25]=3[CH:26]3[CH2:28][CH2:27]3)=[CH:16][CH:15]=2)[CH2:10][CH2:9]1)=O)(C)(C)C.[ClH:55]. (7) Given the product [CH3:35][NH:31][C:17]([C@H:14]1[CH2:15][CH2:16][C@H:11]([NH:10][C:7]2[CH:8]=[CH:9][C:4]([N+:1]([O-:3])=[O:2])=[C:5]([C:20]([F:23])([F:21])[F:22])[CH:6]=2)[CH2:12][CH2:13]1)=[O:18], predict the reactants needed to synthesize it. The reactants are: [N+:1]([C:4]1[CH:9]=[CH:8][C:7]([NH:10][C@H:11]2[CH2:16][CH2:15][C@H:14]([C:17](O)=[O:18])[CH2:13][CH2:12]2)=[CH:6][C:5]=1[C:20]([F:23])([F:22])[F:21])([O-:3])=[O:2].F[P-](F)(F)(F)(F)F.[N:31]1(OC(N(C)C)=[N+](C)C)[C:35]2C=CC=CC=2N=N1.C(N(C(C)C)CC)(C)C.CN. (8) Given the product [Br:1][C:2]1[CH:3]=[C:4]2[C:9](=[CH:10][C:11]=1[O:12][CH3:13])[N:8]=[CH:7][C:6]([C:14]([O:16][CH2:17][CH3:18])=[O:15])=[C:5]2[NH:19][C:20]1[CH:25]=[CH:24][CH:23]=[C:22]([CH2:26][O:27][Si:34]([C:30]([CH3:33])([CH3:32])[CH3:31])([CH3:36])[CH3:35])[C:21]=1[CH2:28][CH3:29], predict the reactants needed to synthesize it. The reactants are: [Br:1][C:2]1[CH:3]=[C:4]2[C:9](=[CH:10][C:11]=1[O:12][CH3:13])[N:8]=[CH:7][C:6]([C:14]([O:16][CH2:17][CH3:18])=[O:15])=[C:5]2[NH:19][C:20]1[CH:25]=[CH:24][CH:23]=[C:22]([CH2:26][OH:27])[C:21]=1[CH2:28][CH3:29].[C:30]([Si:34](Cl)([CH3:36])[CH3:35])([CH3:33])([CH3:32])[CH3:31].N1C=CN=C1. (9) The reactants are: C(O)(C(F)(F)F)=O.[CH2:8]([C:10]1[N:15]=[C:14]([NH:16][C:17]2[CH:22]=[C:21]([CH2:23][O:24][C:25]3[C:34]4[C:29](=[CH:30][CH:31]=[CH:32][CH:33]=4)[C:28]([NH:35]C(=O)OC(C)(C)C)=[CH:27][CH:26]=3)[CH:20]=[CH:19][N:18]=2)[CH:13]=[N:12][CH:11]=1)[CH3:9]. Given the product [NH2:35][C:28]1[C:29]2[C:34](=[CH:33][CH:32]=[CH:31][CH:30]=2)[C:25]([O:24][CH2:23][C:21]2[CH:20]=[CH:19][N:18]=[C:17]([NH:16][C:14]3[CH:13]=[N:12][CH:11]=[C:10]([CH2:8][CH3:9])[N:15]=3)[CH:22]=2)=[CH:26][CH:27]=1, predict the reactants needed to synthesize it. (10) The reactants are: COC1N=CC(N2C[CH2:13][CH:12]([N:15]3[CH2:19][CH2:18][C@@H:17]([NH:20][C:21](=[O:36])[CH2:22][NH:23][C:24](=[O:35])[C:25]4[CH:30]=[CH:29][CH:28]=[C:27]([C:31]([F:34])([F:33])[F:32])[CH:26]=4)[CH2:16]3)[CH2:11]C2)=CC=1.[CH3:37][CH:38]1CC(=O)C[CH2:40][O:39]1.COC1N=CC(N2CCC(=O)CC2)=CC=1. Given the product [CH3:37][CH:38]1[CH2:11][CH:12]([N:15]2[CH2:19][CH2:18][C@@H:17]([NH:20][C:21](=[O:36])[CH2:22][NH:23][C:24](=[O:35])[C:25]3[CH:30]=[CH:29][CH:28]=[C:27]([C:31]([F:32])([F:33])[F:34])[CH:26]=3)[CH2:16]2)[CH2:13][CH2:40][O:39]1, predict the reactants needed to synthesize it.